This data is from Forward reaction prediction with 1.9M reactions from USPTO patents (1976-2016). The task is: Predict the product of the given reaction. (1) Given the reactants [F:1][C:2]1[CH:3]=[CH:4][C:5]([C:8](=[N:12]O)[CH2:9][O:10][CH3:11])=[N:6][CH:7]=1, predict the reaction product. The product is: [F:1][C:2]1[CH:3]=[CH:4][C:5]([CH:8]([NH2:12])[CH2:9][O:10][CH3:11])=[N:6][CH:7]=1. (2) Given the reactants [C:1]([O:5][C:6]([N:8]1[CH2:12][CH2:11][C:10](=[O:13])[CH2:9]1)=[O:7])([CH3:4])([CH3:3])[CH3:2].S(=O)(=O)(O)[O-].[Na+].[C-:20]#[N:21].[K+], predict the reaction product. The product is: [C:1]([O:5][C:6]([N:8]1[CH2:12][CH2:11][C:10]([C:20]#[N:21])([OH:13])[CH2:9]1)=[O:7])([CH3:4])([CH3:2])[CH3:3]. (3) Given the reactants Cl[C:2]1[C:11]([CH3:12])=[C:10](Cl)[C:9]2[C:4](=[N:5][CH:6]=[CH:7][CH:8]=2)[N:3]=1.O.[C:15]1(B(O)O)[CH:20]=[CH:19][CH:18]=[CH:17][CH:16]=1.C([O-])([O-])=O.[Na+].[Na+], predict the reaction product. The product is: [CH3:12][C:11]1[C:2]([C:15]2[CH:20]=[CH:19][CH:18]=[CH:17][CH:16]=2)=[N:3][C:4]2[C:9]([C:10]=1[C:15]1[CH:20]=[CH:19][CH:18]=[CH:17][CH:16]=1)=[CH:8][CH:7]=[CH:6][N:5]=2. (4) Given the reactants [CH2:1]([CH:3]1[CH:8]([NH:9][C@@H:10]([C:12]2[CH:17]=[CH:16][CH:15]=[CH:14][CH:13]=2)[CH3:11])[CH2:7][CH2:6][NH:5][CH2:4]1)[CH3:2].C(N(CC)CC)C.[CH3:25][C:26]([O:29][C:30](O[C:30]([O:29][C:26]([CH3:28])([CH3:27])[CH3:25])=[O:31])=[O:31])([CH3:28])[CH3:27], predict the reaction product. The product is: [CH2:1]([CH:3]1[CH:8]([NH:9][C@@H:10]([C:12]2[CH:13]=[CH:14][CH:15]=[CH:16][CH:17]=2)[CH3:11])[CH2:7][CH2:6][N:5]([C:30]([O:29][C:26]([CH3:28])([CH3:27])[CH3:25])=[O:31])[CH2:4]1)[CH3:2]. (5) Given the reactants Br[C:2]1[CH:3]=[N:4][C:5]([C:8]#[N:9])=[N:6][CH:7]=1.[Cl-].[CH2:11]([C:13]1[CH:14]=[C:15]2[C:20](=[CH:21][CH:22]=1)[O:19][CH2:18][CH2:17][CH:16]2[NH3+:23])[CH3:12].C(N(CC)CC)C, predict the reaction product. The product is: [CH2:11]([C:13]1[CH:14]=[C:15]2[C:20](=[CH:21][CH:22]=1)[O:19][CH2:18][CH2:17][CH:16]2[NH:23][C:2]1[CH:3]=[N:4][C:5]([C:8]#[N:9])=[N:6][CH:7]=1)[CH3:12]. (6) Given the reactants [OH:1][C:2]1[CH:3]=[C:4]([CH:7]=[CH:8][C:9]=1[OH:10])[CH:5]=[O:6].C(=O)([O-])[O-].[K+].[K+].[CH2:17](I)[CH:18]([CH3:20])[CH3:19].Cl, predict the reaction product. The product is: [OH:1][C:2]1[CH:3]=[C:4]([CH:7]=[CH:8][C:9]=1[O:10][CH2:17][CH:18]([CH3:20])[CH3:19])[CH:5]=[O:6].